This data is from Reaction yield outcomes from USPTO patents with 853,638 reactions. The task is: Predict the reaction yield, written as a fraction of the theoretical maximum amount of product (1.0 means a 100% yield; for example, 0.34 means a 34% yield). (1) The reactants are [Cl:1][C:2]1[CH:7]=[CH:6][C:5](I)=[CH:4][N:3]=1.Cl.[NH:10]1[CH2:15][CH2:14][CH:13]([CH2:16][C:17]#[N:18])[CH2:12][CH2:11]1.C1(P(C2C=CC=CC=2)C2C3OC4C(=CC=CC=4P(C4C=CC=CC=4)C4C=CC=CC=4)C(C)(C)C=3C=CC=2)C=CC=CC=1.C(=O)([O-])[O-].[Cs+].[Cs+]. The catalyst is C1C=CC(/C=C/C(/C=C/C2C=CC=CC=2)=O)=CC=1.C1C=CC(/C=C/C(/C=C/C2C=CC=CC=2)=O)=CC=1.C1C=CC(/C=C/C(/C=C/C2C=CC=CC=2)=O)=CC=1.[Pd].[Pd].O1CCOCC1. The product is [Cl:1][C:2]1[N:3]=[CH:4][C:5]([N:10]2[CH2:15][CH2:14][CH:13]([CH2:16][C:17]#[N:18])[CH2:12][CH2:11]2)=[CH:6][CH:7]=1. The yield is 0.402. (2) The reactants are Cl[C:2]1[CH:7]=CC=C(F)[C:3]=1[C:9]1[C:13](C(OC)=O)=[C:12](C(C(=O)C(F)(F)F)=CN(C)C)[O:11][N:10]=1.ClC1C=C([NH:36][NH2:37])C=CC=1.C(N(CC)C(C)C)(C)C. The catalyst is C(O)C. The product is [NH:36]1[CH:7]=[CH:2][C:3]([C:9]2[CH:13]=[CH:12][O:11][N:10]=2)=[N:37]1. The yield is 0.610.